This data is from Catalyst prediction with 721,799 reactions and 888 catalyst types from USPTO. The task is: Predict which catalyst facilitates the given reaction. (1) The catalyst class is: 114. Product: [Br:1][C:2]1[C:3]([N:21]2[CH2:26][CH2:25][CH2:24][C@@H:23]([NH:27][C:28](=[O:34])[O:29][C:30]([CH3:32])([CH3:31])[CH3:33])[CH2:22]2)=[C:4]2[C:10]([NH:11][C:12]([C:14]3[CH:18]=[C:17]([CH3:19])[O:16][N:15]=3)=[O:13])=[CH:9][NH:8][C:5]2=[N:6][CH:7]=1. Reactant: [Br:1][C:2]1[C:3](F)=[C:4]2[C:10]([NH:11][C:12]([C:14]3[CH:18]=[C:17]([CH3:19])[O:16][N:15]=3)=[O:13])=[CH:9][NH:8][C:5]2=[N:6][CH:7]=1.[NH:21]1[CH2:26][CH2:25][CH2:24][C@@H:23]([NH:27][C:28](=[O:34])[O:29][C:30]([CH3:33])([CH3:32])[CH3:31])[CH2:22]1. (2) Reactant: C([Si](C)(C)[O:6][CH2:7][CH2:8]/[CH:9]=[CH:10]\[C@@H:11]([CH3:26])[CH2:12][CH2:13][CH2:14][C:15]([CH3:25])([O:17][Si](CC)(CC)CC)[CH3:16])(C)(C)C.F.O. Product: [CH3:26][C@@H:11]([CH2:12][CH2:13][CH2:14][C:15]([CH3:25])([OH:17])[CH3:16])/[CH:10]=[CH:9]\[CH2:8][CH2:7][OH:6]. The catalyst class is: 2. (3) Reactant: [Br:1][C:2]1[NH:3][C:4]2[C:9]([N:10]=1)=[C:8]([NH2:11])[N:7]=[C:6]([NH2:12])[N:5]=2.C([O-])([O-])=O.[Cs+].[Cs+].Cl[CH2:20][CH2:21][CH2:22][C:23]#[CH:24]. Product: [Br:1][C:2]1[N:3]([CH2:24][CH2:23][CH2:22][C:21]#[CH:20])[C:4]2[C:9]([N:10]=1)=[C:8]([NH2:11])[N:7]=[C:6]([NH2:12])[N:5]=2. The catalyst class is: 3. (4) Reactant: C[O:2][C:3]([C:5]1[CH:6]=[N:7][C:8]([C:11]2[O:12][C:13]3[C:19]([CH:20]([CH3:22])[CH3:21])=[CH:18][C:17]([C:23]#[N:24])=[CH:16][C:14]=3[N:15]=2)=[N:9][CH:10]=1)=[O:4].[OH-].[Li+]. Product: [C:23]([C:17]1[CH:18]=[C:19]([CH:20]([CH3:22])[CH3:21])[C:13]2[O:12][C:11]([C:8]3[N:9]=[CH:10][C:5]([C:3]([OH:4])=[O:2])=[CH:6][N:7]=3)=[N:15][C:14]=2[CH:16]=1)#[N:24]. The catalyst class is: 7. (5) Reactant: O[C@H:2]1[CH2:6][N:5]([C:7]([O:9][C:10]([CH3:13])([CH3:12])[CH3:11])=[O:8])[C@H:4]([C:14]([O:16][CH3:17])=[O:15])[CH2:3]1.C(N(S(F)(F)[F:24])CC)C.C([O-])(O)=O.[Na+]. Product: [F:24][C@@H:2]1[CH2:6][N:5]([C:7]([O:9][C:10]([CH3:13])([CH3:12])[CH3:11])=[O:8])[C@H:4]([C:14]([O:16][CH3:17])=[O:15])[CH2:3]1. The catalyst class is: 26.